This data is from Blood-brain barrier permeability regression values from the B3DB database. The task is: Regression/Classification. Given a drug SMILES string, predict its absorption, distribution, metabolism, or excretion properties. Task type varies by dataset: regression for continuous measurements (e.g., permeability, clearance, half-life) or binary classification for categorical outcomes (e.g., BBB penetration, CYP inhibition). For this dataset (b3db_regression), we predict Y. (1) The compound is C1=C(C=C(C2=C1NC(=CC2=O)C(=O)O)Cl)Cl. The Y is -1.33 log(BB ratio). (2) The compound is C1CCC(C1)(C(=O)O)N. The Y is -0.430 log(BB ratio).